Predict the reactants needed to synthesize the given product. From a dataset of Full USPTO retrosynthesis dataset with 1.9M reactions from patents (1976-2016). Given the product [CH3:40][O:41][C:42]1[CH:47]=[CH:46][C:45]([NH:48][CH2:49][C:50]([NH:15][C:14]2[C:9]([C:6]3[CH:7]=[CH:8][C:3]([N:2]([CH3:18])[CH3:1])=[CH:4][CH:5]=3)=[N:10][C:11]([O:16][CH3:17])=[CH:12][CH:13]=2)=[O:51])=[CH:44][CH:43]=1, predict the reactants needed to synthesize it. The reactants are: [CH3:1][N:2]([CH3:18])[C:3]1[CH:8]=[CH:7][C:6]([C:9]2[C:14]([NH2:15])=[CH:13][CH:12]=[C:11]([O:16][CH3:17])[N:10]=2)=[CH:5][CH:4]=1.CCN=C=NCCCN(C)C.C1C=CC2N(O)N=NC=2C=1.[CH3:40][O:41][C:42]1[CH:47]=[CH:46][C:45]([NH:48][CH2:49][C:50](O)=[O:51])=[CH:44][CH:43]=1.C(=O)(O)[O-].[Na+].